This data is from Catalyst prediction with 721,799 reactions and 888 catalyst types from USPTO. The task is: Predict which catalyst facilitates the given reaction. (1) Product: [CH2:15]([NH:22][S:2]([C:5]1[CH:6]=[C:7]2[C:11](=[CH:12][CH:13]=1)[NH:10][C:9](=[O:14])[CH2:8]2)(=[O:4])=[O:3])[C:16]1[CH:21]=[CH:20][CH:19]=[CH:18][CH:17]=1. The catalyst class is: 96. Reactant: Cl[S:2]([C:5]1[CH:6]=[C:7]2[C:11](=[CH:12][CH:13]=1)[NH:10][C:9](=[O:14])[CH2:8]2)(=[O:4])=[O:3].[CH2:15]([NH2:22])[C:16]1[CH:21]=[CH:20][CH:19]=[CH:18][CH:17]=1.N1C=CC=CC=1.Cl. (2) Reactant: [OH-].[Na+].Cl.[CH:4]([N:17]1[CH2:20][CH:19]([OH:21])[CH2:18]1)([C:11]1[CH:16]=[CH:15][CH:14]=[CH:13][CH:12]=1)[C:5]1[CH:10]=[CH:9][CH:8]=[CH:7][CH:6]=1. Product: [CH:4]([N:17]1[CH2:20][CH:19]([OH:21])[CH2:18]1)([C:11]1[CH:16]=[CH:15][CH:14]=[CH:13][CH:12]=1)[C:5]1[CH:6]=[CH:7][CH:8]=[CH:9][CH:10]=1. The catalyst class is: 6. (3) Reactant: [Cl-].[In+3].[Cl-].[Cl-].FC(F)(F)C(O)=O.[Cl:12][C:13]1[CH:18]=[CH:17][C:16]([CH:19](O)[CH:20]2[CH2:22][CH:21]2[C:23]#[N:24])=[C:15]([F:26])[CH:14]=1.[CH3:27][S:28]([CH2:31][C:32]1[CH:33]=[CH:34][CH:35]=[C:36]2[C:40]=1[NH:39][CH:38]=[CH:37]2)(=[O:30])=[O:29]. Product: [Cl:12][C:13]1[CH:18]=[CH:17][C:16]([CH:19]([C:37]2[C:36]3[C:40](=[C:32]([CH2:31][S:28]([CH3:27])(=[O:30])=[O:29])[CH:33]=[CH:34][CH:35]=3)[NH:39][CH:38]=2)[CH:20]2[CH2:22][CH:21]2[C:23]#[N:24])=[C:15]([F:26])[CH:14]=1. The catalyst class is: 4. (4) Reactant: [F:1][C:2]1[C:7]([F:8])=[CH:6][CH:5]=[CH:4][C:3]=1[C:9]1[CH:14]=[CH:13][N:12]=[C:11]([N:15]2[CH2:20][CH2:19][NH:18][CH2:17][CH2:16]2)[CH:10]=1.C(N(CC)C(C)C)(C)C.[CH3:30][C:31]1[C:35]([CH3:36])=[C:34]([NH:37][C:38](=O)[O:39]CC(Cl)(Cl)Cl)[O:33][N:32]=1.O. Product: [F:1][C:2]1[C:7]([F:8])=[CH:6][CH:5]=[CH:4][C:3]=1[C:9]1[CH:14]=[CH:13][N:12]=[C:11]([N:15]2[CH2:20][CH2:19][N:18]([C:38]([NH:37][C:34]3[O:33][N:32]=[C:31]([CH3:30])[C:35]=3[CH3:36])=[O:39])[CH2:17][CH2:16]2)[CH:10]=1. The catalyst class is: 16. (5) The catalyst class is: 2. Reactant: [Cl:1][C:2]1[CH:7]=[CH:6][C:5]([C:8](O)([C:29]2[N:33]([CH3:34])[CH:32]=[N:31][CH:30]=2)[C:9]2[CH:10]=[C:11]3[C:16](=[CH:17][CH:18]=2)[N:15]([CH3:19])[C:14](=[O:20])[CH:13]=[C:12]3[CH2:21][CH2:22][C:23]2[S:24][C:25]([Cl:28])=[CH:26][CH:27]=2)=[CH:4][CH:3]=1.CC([O-])=O.[NH4+:40].O. Product: [NH2:40][C:8]([C:5]1[CH:6]=[CH:7][C:2]([Cl:1])=[CH:3][CH:4]=1)([C:29]1[N:33]([CH3:34])[CH:32]=[N:31][CH:30]=1)[C:9]1[CH:10]=[C:11]2[C:16](=[CH:17][CH:18]=1)[N:15]([CH3:19])[C:14](=[O:20])[CH:13]=[C:12]2[CH2:21][CH2:22][C:23]1[S:24][C:25]([Cl:28])=[CH:26][CH:27]=1. (6) Reactant: C(N(CC)CC)C.[F:8][C:9]1[CH:14]=[CH:13][CH:12]=[CH:11][C:10]=1[N:15]1[C:23]2[C:18](=[C:19]([N:24]3[CH2:31][C@@H:30]4[C@@H:26]([CH2:27][NH:28][CH2:29]4)[C:25]3=[O:32])[CH:20]=[CH:21][CH:22]=2)[CH:17]=[N:16]1.[C:33](Cl)(=[O:37])[CH:34]([CH3:36])[CH3:35]. Product: [F:8][C:9]1[CH:14]=[CH:13][CH:12]=[CH:11][C:10]=1[N:15]1[C:23]2[C:18](=[C:19]([N:24]3[CH2:31][C@@H:30]4[C@@H:26]([CH2:27][N:28]([C:33](=[O:37])[CH:34]([CH3:36])[CH3:35])[CH2:29]4)[C:25]3=[O:32])[CH:20]=[CH:21][CH:22]=2)[CH:17]=[N:16]1. The catalyst class is: 2.